From a dataset of Reaction yield outcomes from USPTO patents with 853,638 reactions. Predict the reaction yield, written as a fraction of the theoretical maximum amount of product (1.0 means a 100% yield; for example, 0.34 means a 34% yield). (1) The reactants are [O:1]([C:8]1[CH:13]=[CH:12][C:11]([OH:14])=[CH:10][CH:9]=1)[C:2]1[CH:7]=[CH:6][CH:5]=[CH:4][CH:3]=1.[H-].[Na+].[C:17]([O:21][C:22]([N:24]1[CH2:28][CH2:27][CH2:26][C@@H:25]1[CH2:29]OS(C1C=CC(C)=CC=1)(=O)=O)=[O:23])([CH3:20])([CH3:19])[CH3:18]. The catalyst is CN(C=O)C. The product is [C:17]([O:21][C:22]([N:24]1[CH2:28][CH2:27][CH2:26][C@@H:25]1[CH2:29][O:14][C:11]1[CH:10]=[CH:9][C:8]([O:1][C:2]2[CH:7]=[CH:6][CH:5]=[CH:4][CH:3]=2)=[CH:13][CH:12]=1)=[O:23])([CH3:20])([CH3:18])[CH3:19]. The yield is 0.640. (2) The reactants are C([Li])CCC.C(NC(C)C)(C)C.[Li+].CC([N-]C(C)C)C.[CH3:21][O:22][C:23]1[CH:39]=[CH:38][C:26]([CH2:27][N:28]2[CH:32]=[C:31]([C:33]([O:35][CH2:36][CH3:37])=[O:34])[CH:30]=[N:29]2)=[CH:25][CH:24]=1.[CH:40](=[O:47])[C:41]1[CH:46]=[CH:45][CH:44]=[CH:43][CH:42]=1. The catalyst is C1COCC1.CCOC(C)=O. The product is [OH:47][CH:40]([C:41]1[CH:46]=[CH:45][CH:44]=[CH:43][CH:42]=1)[C:30]1[C:31]([C:33]([O:35][CH2:36][CH3:37])=[O:34])=[CH:32][N:28]([CH2:27][C:26]2[CH:25]=[CH:24][C:23]([O:22][CH3:21])=[CH:39][CH:38]=2)[N:29]=1. The yield is 0.560.